The task is: Predict the reactants needed to synthesize the given product.. This data is from Full USPTO retrosynthesis dataset with 1.9M reactions from patents (1976-2016). (1) Given the product [Cl:1][C:2]1[CH:3]=[C:4]([CH:8]2[C:13]([C:14](=[O:31])[NH:15][CH2:16][CH2:17][CH:18]([C:19]3[CH:20]=[CH:21][CH:22]=[CH:23][CH:24]=3)[C:25]3[CH:26]=[CH:27][CH:28]=[CH:29][CH:30]=3)=[C:12]([CH2:32][O:33][CH2:34][CH2:35][CH:36]3[CH2:41][CH2:40][CH2:39][CH2:38][CH2:37]3)[NH:11][C:10]([CH3:42])=[C:9]2[C:43]([OH:45])=[O:44])[CH:5]=[CH:6][CH:7]=1, predict the reactants needed to synthesize it. The reactants are: [Cl:1][C:2]1[CH:3]=[C:4]([CH:8]2[C:13]([C:14](=[O:31])[NH:15][CH2:16][CH2:17][CH:18]([C:25]3[CH:30]=[CH:29][CH:28]=[CH:27][CH:26]=3)[C:19]3[CH:24]=[CH:23][CH:22]=[CH:21][CH:20]=3)=[C:12]([CH2:32][O:33][CH2:34][CH2:35][CH:36]3[CH2:41][CH2:40][CH2:39][CH2:38][CH2:37]3)[NH:11][C:10]([CH3:42])=[C:9]2[C:43]([O:45]CCC#N)=[O:44])[CH:5]=[CH:6][CH:7]=1.[OH-].[Na+].Cl.O. (2) Given the product [CH3:20][Si:21]([CH3:23])([CH3:22])[CH2:24][CH2:25][O:26][CH2:27][N:10]1[C:11](=[O:14])[CH:12]=[CH:13][NH:8][C:9]1=[O:15], predict the reactants needed to synthesize it. The reactants are: ClC1C=CC(C([N:8]2[CH:13]=[CH:12][C:11](=[O:14])[NH:10][C:9]2=[O:15])=O)=CC=1.[H-].[Na+].[CH3:20][Si:21]([CH2:24][CH2:25][O:26][CH2:27]Cl)([CH3:23])[CH3:22].C([O-])([O-])=O.[K+].[K+].